This data is from Experimentally validated miRNA-target interactions with 360,000+ pairs, plus equal number of negative samples. The task is: Binary Classification. Given a miRNA mature sequence and a target amino acid sequence, predict their likelihood of interaction. (1) The protein sequence of the target gene is MADAAATAGAGGSGTRSGSKQSTNPADNYHLARRRTLQVVVSSLLTEAGFESAEKASVETLTEMLQSYISEIGRSAKSYCEHTARTQPTLSDIVVTLVEMGFNVDTLPAYAKRSQRMVITAPPVTNQPVTPKALTAGQNRPHPPHIPSHFPEFPDPHTYIKTPTYREPVSDYQVLREKAASQRRDVERALTRFMAKTGETQSLFKDDVSTFPLIAARPFTIPYLTALLPSELEMQQMEETDSSEQDEQTDTENLALHISMEDSGAEKENTSVLQQNPSLSGSRNGEENIIDNPYLRPVKK.... Result: 1 (interaction). The miRNA is hsa-miR-4318 with sequence CACUGUGGGUACAUGCU. (2) The miRNA is mmu-miR-3618-3p with sequence CUACAUUAAUGAAAAGAGCAAU. The protein sequence of the target gene is MTATLAAAADIATMVSGSSGLAAARLLSRSFLLPQNGIRHCSYTASRQHLYVDKNTKIICQGFTGKQGTFHSQQALEYGTKLVGGTTPGKGGQTHLGLPVFNTVKEAKEQTGATASVIYVPPPFAAAAINEAIEAEIPLVVCITEGIPQQDMVRVKHKLLRQEKTRLIGPNCPGVINPGECKIGIMPGHIHKKGRIGIVSRSGTLTYEAVHQTTQVGLGQSLCVGIGGDPFNGTDFIDCLEIFLNDSATEGIILIGEIGGNAEENAAEFLKQHNSGPNSKPVVSFIAGLTAPPGRRMGHA.... Result: 0 (no interaction). (3) The miRNA is hsa-miR-6756-5p with sequence AGGGUGGGGCUGGAGGUGGGGCU. The protein sequence of the target gene is MKDFSDVILCMEATESSKTEFCNPAFEPESGPPCPPPVFPEDASYSVPAPWHGRRPRGLRPDCRFSWLCVLLLSSLLLLLLGLLVAIILAQLQAAPPSGASHSPLPAGGLTTTTTTPTITTSQAAGTPKGQQESGVSPSPQSTCGGLLSGPRGFFSSPNYPDPYPPNTHCVWHIQVATDHAIQLKIEALSIESVASCLFDRLELSPEPEGPLLRVCGRVPPPTLNTNASHLLVVFVSDSSVEGFGFHAWYQAMAPGRGSCAHDEFRCDQLICLLPDSVCDGFANCADGSDETNCSAKFSG.... Result: 1 (interaction). (4) The miRNA is hsa-miR-1910-3p with sequence GAGGCAGAAGCAGGAUGACA. The protein sequence of the target gene is MAAEDVVATGADPSELEGGGLLHEIFTSPLNLLLLGLCIFLLYKIVRGDQPGASGDNDDDEPPPLPRLKRRDFTPAELRRFDGVQDPRILMAINGKVFDVTKGRKFYGPEGPYGVFAGRDASRGLATFCLDKEALKDEYDDLSDLTPAQQETLSDWDSQFTFKYHHVGKLLKEGEEPTVYSDDEEPKDETARKNE. Result: 0 (no interaction). (5) The miRNA is hsa-miR-8058 with sequence CUGGACUUUGAUCUUGCCAUAA. The protein sequence of the target gene is MSQYAPSPDFKRALDSSPEANTEDDKTEEDVPMPKNYLWLTIVSCFCPAYPINIVALVFSIMSLNSYNDGDYEGARRLGRNAKWVAIASIIIGLLIIGISCAVHFTRNA. Result: 1 (interaction). (6) The miRNA is mmu-miR-339-5p with sequence UCCCUGUCCUCCAGGAGCUCACG. The protein sequence of the target gene is MGNGVQEGSVRLREDAEAVLAGAVSSKRDHRQVLSSLLSGALAGALAKTAVAPLDRTKIIFQVSSKRFSAKEAFRLLYFTYLNEGFLSLWRGNSATMVRVIPYAAIQFSAHEEYKRILGHYYGFRGEALPPWPRLLAGALAGTTAASLTYPLDLVRARMAVTPKEMYSNIFHVFIRISREEGLKTLYFGFTPTVLGVIPYAGLSFFTYESLKSLHREYSGRPQPYPFERMVFGACAGLIGQSASYPLDVVRRRMQTAGVTGHQHGSILSTLRSIVREEGAVRGLYKGLSMNWLKGPIAVG.... Result: 1 (interaction). (7) The miRNA is hsa-miR-4502 with sequence GCUGAUGAUGAUGGUGCUGAAG. The protein sequence of the target gene is MDSFKVVLEGPAPWGFRLQGGKDFNVPLSISRLTPGGKAAQAGVAVGDWVLSIDGENAGSLTHIEAQNKIRACGERLSLGLSRAQPVQSKPQKASAPAADPPRYTFAPSVSLNKTARPFGAPPPADSAPQQNGQPLRPLVPDASKQRLMENTEDWRPRPGTGQSRSFRILAHLTGTEFMQDPDEEHLKKSSQVPRTEAPAPASSTPQEPWPGPTAPSPTSRPPWAVDPAFAERYAPDKTSTVLTRHSQPATPTPLQSRTSIVQAAAGGVPGGGSNNGKTPVCHQCHKVIRGRYLVALGHA.... Result: 0 (no interaction). (8) Result: 0 (no interaction). The protein sequence of the target gene is MDTPLRRSRRLEGLKPLSPENLPVPEVSRAKRALVDFKSNSEETGELKSTRVPPLSLPSPGPQPETSPGSPCPPLSLPSPGPQPETSPGSPCPPLSLPSPGPQPETSPGSPCPPLSLPSPGPQPETSPGSPCPPLSLPSPGPQPEASPGSPGPRQDADDGSPQRQPEPHPGSLQPHQDLGLESPAGQTESSPESPQREQPSKLPPPQGELDSEAAHAKEEVIPGSPEPCPGQQAPGPEPSQPAQELTVQAPSSPERQLEPGKLPPAGETVTESLNLKKRVIASPQAPASKKLKEKEELPV.... The miRNA is hsa-miR-6504-5p with sequence UCUGGCUGUGCUGUAAUGCAG. (9) Result: 1 (interaction). The protein sequence of the target gene is MADRGGVGEAAAVGASPASVPGLNPTLGWRERLRAGLAGTGASLWFVAGLGLLYALRIPLRLCENLAAVTVFLNSLTPKFYVALTGTSSLISGLIFIFEWWYFHKHGTSFIEQVSVSHLQPLMGGTESSISEPGSPSRNRENETSRQNLSECKVWRNPLNLFRGAEYRRYTWVTGKEPLTYYDMNLSAQDHQTFFTCDTDFLRPSDTVMQKAWRERNPPARIKAAYQALELNNDCATAYVLLAEEEATTIVDAERLFKQALKAGETIYRQSQQCQHQSPQHEAQLRRDTNVLVYIKRRLA.... The miRNA is hsa-miR-3180-3p with sequence UGGGGCGGAGCUUCCGGAGGCC. (10) The miRNA is hsa-miR-520a-3p with sequence AAAGUGCUUCCCUUUGGACUGU. The protein sequence of the target gene is MAAKMEITLSSNTEASSKQERHIIAKLEEKRGPPLQKNCPDPELCRQSFRRFCYQEVSGPQEALSQLRQLCRQWLQPELHTKEQILELLVMEQFLTILPPEIQARVRHRCPMSSKEIVTLVEDFHRASKKPKQWVAVCMQGQKVLLEKTGSQLGEQELPDFQPQTPRRDLRESSPAEPSQAGAYDRLSPHHWEKSPLLQEPTPKLAGTEAPRMRSDNKENPQQEGAKGAKPCAVSAGRSKGNGLQNPEPRGANMSEPRLSRRQVSSPNAQKPFAHYQRHCRVEYISSPLKSHPLRELKKS.... Result: 1 (interaction).